Dataset: Reaction yield outcomes from USPTO patents with 853,638 reactions. Task: Predict the reaction yield, written as a fraction of the theoretical maximum amount of product (1.0 means a 100% yield; for example, 0.34 means a 34% yield). (1) The reactants are O[Li].O.O.C([O:9][C:10]([C:12]1([CH2:17][CH2:18][CH2:19][CH2:20][C:21](=[O:38])[CH2:22][CH2:23][CH2:24][CH2:25][C:26]2([C:31]([O:33]CCCC)=[O:32])[CH2:30][CH2:29][CH2:28][CH2:27]2)[CH2:16][CH2:15][CH2:14][CH2:13]1)=[O:11])CCC. The catalyst is CCO. The product is [C:31]([C:26]1([CH2:25][CH2:24][CH2:23][CH2:22][C:21](=[O:38])[CH2:20][CH2:19][CH2:18][CH2:17][C:12]2([C:10]([OH:11])=[O:9])[CH2:16][CH2:15][CH2:14][CH2:13]2)[CH2:27][CH2:28][CH2:29][CH2:30]1)([OH:33])=[O:32]. The yield is 0.950. (2) The reactants are [N+:1]([C:4]1[CH:12]=[C:11]2[C:7]([CH2:8][CH2:9][NH:10]2)=[CH:6][CH:5]=1)([O-:3])=[O:2].N1C=CC=CC=1.[CH3:19][S:20](Cl)(=[O:22])=[O:21]. The yield is 0.850. The product is [CH3:19][S:20]([N:10]1[C:11]2[C:7](=[CH:6][CH:5]=[C:4]([N+:1]([O-:3])=[O:2])[CH:12]=2)[CH2:8][CH2:9]1)(=[O:22])=[O:21]. The catalyst is C(Cl)Cl.CN(C1C=CN=CC=1)C. (3) The reactants are [CH3:1][C:2]1[CH:3]=[C:4]2[C:9](=[CH:10][CH:11]=1)[NH:8][C:7](=[O:12])[C:6]([C:13]#[N:14])=[C:5]2[N:15]1[CH2:20][CH2:19][N:18]([C:21]([C:23]2[S:24][CH:25]=[CH:26][CH:27]=2)=[O:22])[CH2:17][CH2:16]1.Cl.Cl[CH2:30][CH2:31][N:32]1[CH2:36][CH2:35][CH2:34][CH2:33]1.C(=O)([O-])[O-].[K+].[K+]. The catalyst is CN(C=O)C. The product is [CH3:1][C:2]1[CH:3]=[C:4]2[C:9](=[CH:10][CH:11]=1)[N:8]([CH2:30][CH2:31][N:32]1[CH2:36][CH2:35][CH2:34][CH2:33]1)[C:7](=[O:12])[C:6]([C:13]#[N:14])=[C:5]2[N:15]1[CH2:16][CH2:17][N:18]([C:21]([C:23]2[S:24][CH:25]=[CH:26][CH:27]=2)=[O:22])[CH2:19][CH2:20]1. The yield is 0.190. (4) The reactants are [I:1][C:2]1[C:6]([C:7]([O:9][CH2:10][CH3:11])=[O:8])=[CH:5][NH:4][N:3]=1.[O:12]1[CH:17]=[CH:16][CH2:15][CH2:14][CH2:13]1.CC1C=CC(S(O)(=O)=O)=CC=1. The catalyst is C1COCC1. The product is [I:1][C:2]1[C:6]([C:7]([O:9][CH2:10][CH3:11])=[O:8])=[CH:5][N:4]([CH:13]2[CH2:14][CH2:15][CH2:16][CH2:17][O:12]2)[N:3]=1. The yield is 0.910. (5) The reactants are [CH2:1]([NH:3][C:4]1[C:9]([C:10](OCC)=[O:11])=[CH:8][N:7]=[C:6]([S:15][CH3:16])[N:5]=1)[CH3:2]. The catalyst is C1COCC1. The product is [CH2:1]([NH:3][C:4]1[C:9]([CH2:10][OH:11])=[CH:8][N:7]=[C:6]([S:15][CH3:16])[N:5]=1)[CH3:2]. The yield is 0.920. (6) The reactants are [N:1]1([C:6]2[CH:13]=[CH:12][C:9]([C:10]#[N:11])=[CH:8][CH:7]=2)[CH:5]=[CH:4][N:3]=[CH:2]1.[H-].[H-].[H-].[H-].[Li+].[Al+3].C1COCC1. The catalyst is C1COCC1. The product is [N:1]1([C:6]2[CH:7]=[CH:8][C:9]([CH2:10][NH2:11])=[CH:12][CH:13]=2)[CH:5]=[CH:4][N:3]=[CH:2]1. The yield is 0.800. (7) The reactants are Cl[C:2]1[N:6]([CH3:7])[C:5]2[C:8]([CH:16]([CH2:19][CH3:20])[CH2:17][CH3:18])=[CH:9][CH:10]=[C:11]([C:12]([F:15])([F:14])[F:13])[C:4]=2[N:3]=1.[Cl:21][C:22]1[CH:28]=[C:27]([CH3:29])[C:25]([NH2:26])=[C:24]([O:30][CH3:31])[CH:23]=1.C(=O)(O)[O-].[Na+]. The yield is 0.340. The catalyst is CN1CCCC1=O. The product is [Cl:21][C:22]1[CH:28]=[C:27]([CH3:29])[C:25]([NH:26][C:2]2[N:6]([CH3:7])[C:5]3[C:8]([CH:16]([CH2:19][CH3:20])[CH2:17][CH3:18])=[CH:9][CH:10]=[C:11]([C:12]([F:13])([F:14])[F:15])[C:4]=3[N:3]=2)=[C:24]([O:30][CH3:31])[CH:23]=1.